Task: Predict the product of the given reaction.. Dataset: Forward reaction prediction with 1.9M reactions from USPTO patents (1976-2016) (1) Given the reactants [CH3:1][O:2][C:3]1[CH:4]=[CH:5][CH:6]=[C:7]2[C:11]=1[NH:10][CH:9]=[CH:8]2.[Al](Cl)(CC)CC.[C:18](Cl)(=[O:25])[C:19]1[CH:24]=[CH:23][CH:22]=[CH:21][CH:20]=1.C([O-])([O-])=O.[Cs+].[Cs+].[Cl:33][CH2:34][CH2:35][CH2:36]I, predict the reaction product. The product is: [Cl:33][CH2:34][CH2:35][CH2:36][N:10]1[C:11]2[C:7](=[CH:6][CH:5]=[CH:4][C:3]=2[O:2][CH3:1])[C:8]([C:18]([C:19]2[CH:24]=[CH:23][CH:22]=[CH:21][CH:20]=2)=[O:25])=[CH:9]1. (2) Given the reactants [Cl:1][CH2:2][CH2:3][CH2:4][CH2:5][NH:6][C:7]1[C:16]2[C:11](=[CH:12][CH:13]=[CH:14][CH:15]=2)[N:10]=[CH:9][C:8]=1[NH2:17].[C:18](OC)(OC)(OC)[CH2:19][CH3:20].Cl.N1C=CC=CC=1, predict the reaction product. The product is: [Cl:1][CH2:2][CH2:3][CH2:4][CH2:5][N:6]1[C:7]2[C:16]3[CH:15]=[CH:14][CH:13]=[CH:12][C:11]=3[N:10]=[CH:9][C:8]=2[N:17]=[C:18]1[CH2:19][CH3:20]. (3) Given the reactants Cl.Cl.[CH2:3]([N:10]([CH2:18][C:19]1([NH:22][CH3:23])[CH2:21][CH2:20]1)[C:11]1[CH:12]=[N:13][C:14]([Cl:17])=[CH:15][CH:16]=1)[C:4]1[CH:9]=[CH:8][CH:7]=[CH:6][CH:5]=1.[CH2:24]=O.Cl, predict the reaction product. The product is: [ClH:17].[CH2:3]([N:10]([CH2:18][C:19]1([N:22]([CH3:24])[CH3:23])[CH2:20][CH2:21]1)[C:11]1[CH:12]=[N:13][C:14]([Cl:17])=[CH:15][CH:16]=1)[C:4]1[CH:5]=[CH:6][CH:7]=[CH:8][CH:9]=1. (4) Given the reactants Br[CH2:2][C:3]1[CH:4]=[C:5]([CH:9]=[CH:10][CH:11]=1)[C:6]([OH:8])=[O:7].[C:12](=[S:15])([O-:14])[CH3:13].[K+], predict the reaction product. The product is: [C:12]([S:15][CH2:2][C:3]1[CH:4]=[C:5]([CH:9]=[CH:10][CH:11]=1)[C:6]([OH:8])=[O:7])(=[O:14])[CH3:13]. (5) Given the reactants [Cl:1][C:2]1[CH:10]=[CH:9][C:5]([C:6]([OH:8])=O)=[C:4]([CH3:11])[CH:3]=1.[S:12](Cl)(Cl)=O.[C:16]([OH:25])(=O)[C:17]1[C:18](=[CH:20][CH:21]=[CH:22][CH:23]=1)S.N1C=CC=CC=1, predict the reaction product. The product is: [Cl:1][C:2]1[CH:10]=[CH:9][C:5]([C:6]([C:23]2[CH:22]=[CH:21][CH:20]=[CH:18][C:17]=2[C:16]([OH:25])=[S:12])=[O:8])=[C:4]([CH3:11])[CH:3]=1. (6) Given the reactants C([N:8]1[CH2:13][CH2:12][N:11]2[CH2:14][C@@H:15]([OH:17])[CH2:16][C@@H:10]2[CH2:9]1)C1C=CC=CC=1.[H][H], predict the reaction product. The product is: [CH2:9]1[NH:8][CH2:13][CH2:12][N:11]2[CH2:14][C@@H:15]([OH:17])[CH2:16][C@H:10]12. (7) Given the reactants Cl[C:2]1[N:3]=[CH:4][C:5]2[CH:10]=[C:9]([C:11]([N:13]([CH3:15])[CH3:14])=[O:12])[N:8]([CH:16]3[CH2:20][CH2:19][CH2:18][CH2:17]3)[C:6]=2[N:7]=1.[CH2:21]1[N:26]([C:27]2[CH:28]=[CH:29][C:30]([NH2:33])=[N:31][CH:32]=2)[CH2:25][CH2:24][N:23]2[CH2:34][CH2:35][CH2:36][CH:22]12, predict the reaction product. The product is: [CH:16]1([N:8]2[C:6]3[N:7]=[C:2]([NH:33][C:30]4[CH:29]=[CH:28][C:27]([N:26]5[CH2:25][CH2:24][N:23]6[CH2:34][CH2:35][CH2:36][CH:22]6[CH2:21]5)=[CH:32][N:31]=4)[N:3]=[CH:4][C:5]=3[CH:10]=[C:9]2[C:11]([N:13]([CH3:15])[CH3:14])=[O:12])[CH2:20][CH2:19][CH2:18][CH2:17]1. (8) The product is: [F:1][CH:2]1[CH:7]([CH2:8][C:9]([O:11][CH2:12][CH3:13])=[O:10])[CH2:6][CH2:5][N:4]([CH2:24][CH2:23][N:21]([C:19]([O:18][C:14]([CH3:15])([CH3:17])[CH3:16])=[O:20])[CH3:22])[CH2:3]1. Given the reactants [F:1][CH:2]1[CH:7]([CH2:8][C:9]([O:11][CH2:12][CH3:13])=[O:10])[CH2:6][CH2:5][NH:4][CH2:3]1.[C:14]([O:18][C:19]([N:21]([CH2:23][CH:24]=O)[CH3:22])=[O:20])([CH3:17])([CH3:16])[CH3:15].[BH-](OC(C)=O)(OC(C)=O)OC(C)=O.[Na+].C(O)(=O)C, predict the reaction product. (9) Given the reactants [N:1]12[CH2:9][CH2:8][CH:5]([CH2:6][CH2:7]1)[N:4]([C:10]1[CH:11]=[C:12]3[C:17](=[CH:18][CH:19]=1)[N:16]=[C:15]([C:20]1[CH:25]=[CH:24][CH:23]=[C:22]([Cl:26])[CH:21]=1)[N:14]([CH3:27])[C:13]3=[O:28])[CH2:3][CH2:2]2.ClC1C=CC=C(C(OO)=[O:37])C=1.C(=O)([O-])[O-].[Na+].[Na+].[Cl-].[Na+], predict the reaction product. The product is: [Cl:26][C:22]1[CH:21]=[C:20]([C:15]2[N:14]([CH3:27])[C:13](=[O:28])[C:12]3[C:17](=[CH:18][CH:19]=[C:10]([N:4]4[CH:5]5[CH2:6][CH2:7][N+:1]([O-:37])([CH2:9][CH2:8]5)[CH2:2][CH2:3]4)[CH:11]=3)[N:16]=2)[CH:25]=[CH:24][CH:23]=1.